Dataset: Reaction yield outcomes from USPTO patents with 853,638 reactions. Task: Predict the reaction yield, written as a fraction of the theoretical maximum amount of product (1.0 means a 100% yield; for example, 0.34 means a 34% yield). (1) The reactants are [OH-].[Na+].[Cl:3][C:4]1[CH:5]=[C:6]([SH:11])[CH:7]=[CH:8][C:9]=1[F:10].Cl[CH2:13][C:14](=[O:16])[CH3:15]. The catalyst is O. The product is [Cl:3][C:4]1[CH:5]=[C:6]([S:11][CH2:13][C:14](=[O:16])[CH3:15])[CH:7]=[CH:8][C:9]=1[F:10]. The yield is 0.830. (2) The reactants are [C:1]12([C:11]3[CH:12]=[C:13](B4OCC(C)(C)CO4)[CH:14]=[CH:15][C:16]=3[O:17][CH3:18])[CH2:10][CH:5]3[CH2:6][CH:7]([CH2:9][CH:3]([CH2:4]3)[CH2:2]1)[CH2:8]2.FC(F)(F)S(O[C:33]1[CH:42]=[CH:41][C:40]2[C:35](=[CH:36][CH:37]=[C:38]([Br:43])[CH:39]=2)[CH:34]=1)(=O)=O.[O-]P([O-])([O-])=O.[K+].[K+].[K+].C1COCC1. The catalyst is C1C=CC([P]([Pd]([P](C2C=CC=CC=2)(C2C=CC=CC=2)C2C=CC=CC=2)([P](C2C=CC=CC=2)(C2C=CC=CC=2)C2C=CC=CC=2)[P](C2C=CC=CC=2)(C2C=CC=CC=2)C2C=CC=CC=2)(C2C=CC=CC=2)C2C=CC=CC=2)=CC=1.O. The product is [C:1]12([C:11]3[CH:12]=[C:13]([C:33]4[CH:34]=[C:35]5[C:40](=[CH:41][CH:42]=4)[CH:39]=[C:38]([Br:43])[CH:37]=[CH:36]5)[CH:14]=[CH:15][C:16]=3[O:17][CH3:18])[CH2:2][CH:3]3[CH2:4][CH:5]([CH2:6][CH:7]([CH2:9]3)[CH2:8]1)[CH2:10]2. The yield is 0.240.